Dataset: Reaction yield outcomes from USPTO patents with 853,638 reactions. Task: Predict the reaction yield, written as a fraction of the theoretical maximum amount of product (1.0 means a 100% yield; for example, 0.34 means a 34% yield). (1) The reactants are C([O:3][C:4](=O)[C:5]1[CH:10]=[CH:9][CH:8]=[C:7]([N:11]2[C:15]([NH2:16])=[CH:14][C:13]([C:17]([CH3:20])([CH3:19])[CH3:18])=[N:12]2)[CH:6]=1)C.CCN(CC)CC.[BH4-].[Na+]. The catalyst is CCO.O. The product is [NH2:16][C:15]1[N:11]([C:7]2[CH:6]=[C:5]([CH2:4][OH:3])[CH:10]=[CH:9][CH:8]=2)[N:12]=[C:13]([C:17]([CH3:20])([CH3:19])[CH3:18])[CH:14]=1. The yield is 0.870. (2) The reactants are C([CH2:5][C:6]([NH2:8])=[O:7])C1OC1.[C:9]([NH:13][C:14]1[CH:19]=[CH:18][C:17]([N:20]2[CH2:25][CH2:24][O:23][CH2:22][CH2:21]2)=[C:16]([F:26])[CH:15]=1)([O:11]C)=O.[CH3:27][C:28](C)([O-:30])[CH3:29].[Li+]. The catalyst is C1COCC1. The product is [F:26][C:16]1[CH:15]=[C:14]([N:13]2[CH2:27][CH:28]([CH2:29][NH:8][C:6](=[O:7])[CH3:5])[O:30][C:9]2=[O:11])[CH:19]=[CH:18][C:17]=1[N:20]1[CH2:25][CH2:24][O:23][CH2:22][CH2:21]1. The yield is 0.800.